This data is from Full USPTO retrosynthesis dataset with 1.9M reactions from patents (1976-2016). The task is: Predict the reactants needed to synthesize the given product. (1) Given the product [Br:1][C:2]1[C:10]2[C:9]([C:11]3[CH:17]=[CH:16][CH:15]=[C:13]([NH:14][C:20]([O:22][C:23]([CH3:26])([CH3:25])[CH3:24])=[O:18])[CH:12]=3)=[N:8][CH:7]=[N:6][C:5]=2[N:4]([C:20]([O:22][C:23]([CH3:26])([CH3:25])[CH3:24])=[O:21])[CH:3]=1, predict the reactants needed to synthesize it. The reactants are: [Br:1][C:2]1[C:10]2[C:9]([C:11]3[CH:12]=[C:13]([CH:15]=[CH:16][CH:17]=3)[NH2:14])=[N:8][CH:7]=[N:6][C:5]=2[NH:4][CH:3]=1.[OH-:18].[Na+].[C:20](O[C:20]([O:22][C:23]([CH3:26])([CH3:25])[CH3:24])=[O:21])([O:22][C:23]([CH3:26])([CH3:25])[CH3:24])=[O:21]. (2) Given the product [OH:36][CH:37]([CH2:39][CH2:40][CH2:41][CH2:42][CH:43]([OH:44])[CH2:45][N:6]([C:7]1[C:20]([I:21])=[C:11]([C:12]([NH:14][CH2:15][CH:16]([OH:19])[CH2:17][OH:18])=[O:13])[C:10]([I:22])=[C:9]([C:8]=1[I:31])[C:23]([NH:25][CH2:26][CH:27]([OH:30])[CH2:28][OH:29])=[O:24])[C:3](=[O:1])[CH3:4])[CH2:38][N:6]([C:7]1[C:20]([I:21])=[C:11]([C:12]([NH:14][CH2:15][CH:16]([OH:19])[CH2:17][OH:18])=[O:13])[C:10]([I:22])=[C:9]([C:8]=1[I:31])[C:23]([NH:25][CH2:26][CH:27]([OH:30])[CH2:28][OH:29])=[O:24])[C:3](=[O:5])[CH3:4], predict the reactants needed to synthesize it. The reactants are: [OH-:1].[K+].[C:3]([NH:6][C:7]1[C:8]([I:31])=[C:9]([C:23]([NH:25][CH2:26][CH:27]([OH:30])[CH2:28][OH:29])=[O:24])[C:10]([I:22])=[C:11]([C:20]=1[I:21])[C:12]([NH:14][CH2:15][CH:16]([OH:19])[CH2:17][OH:18])=[O:13])(=[O:5])[CH3:4].B(O)(O)O.[O:36]1[CH2:38][CH:37]1[CH2:39][CH2:40][CH2:41][CH2:42][CH:43]1[CH2:45][O:44]1.Cl. (3) Given the product [CH2:2]([P:4]1(=[O:10])[CH2:9][CH2:8][N:7]([C:25](=[O:26])[CH2:24][C:21]2[CH:20]=[CH:19][C:18]([C:16]([O:15][C:11]([CH3:13])([CH3:14])[CH3:12])=[O:17])=[CH:23][CH:22]=2)[CH2:6][CH2:5]1)[CH3:3], predict the reactants needed to synthesize it. The reactants are: Cl.[CH2:2]([P:4]1(=[O:10])[CH2:9][CH2:8][NH:7][CH2:6][CH2:5]1)[CH3:3].[C:11]([O:15][C:16]([C:18]1[CH:23]=[CH:22][C:21]([CH2:24][C:25](O)=[O:26])=[CH:20][CH:19]=1)=[O:17])([CH3:14])([CH3:13])[CH3:12].C(Cl)CCl.C1C=CC2N(O)N=NC=2C=1.CCN(C(C)C)C(C)C. (4) Given the product [CH3:37][O:36][C:33]1[CH:34]=[CH:35][C:28]2[NH:27][C:26](=[O:38])[N:25]([CH:22]3[CH2:23][CH2:24][N:19]([C:15]4[CH:14]=[C:13]([O:12][C:3]5[CH:4]=[CH:5][C:6]6[NH:7][C:8]([CH3:11])=[N:9][C:10]=6[CH:2]=5)[N:18]=[CH:17][N:16]=4)[CH2:20][CH2:21]3)[CH2:31][CH2:30][C:29]=2[CH:32]=1, predict the reactants needed to synthesize it. The reactants are: Cl[C:2]1[C:10]2[N:9]=[C:8]([CH3:11])[NH:7][C:6]=2[CH:5]=[CH:4][C:3]=1[O:12][C:13]1[N:18]=[CH:17][N:16]=[C:15]([N:19]2[CH2:24][CH2:23][CH:22]([N:25]3[CH2:31][CH2:30][C:29]4[CH:32]=[C:33]([O:36][CH3:37])[CH:34]=[CH:35][C:28]=4[NH:27][C:26]3=[O:38])[CH2:21][CH2:20]2)[CH:14]=1.[H][H]. (5) Given the product [N:6]1[C:5]2[CH:7]=[CH:8][CH:9]=[CH:10][C:4]=2[NH:3][C:2]=1[NH:16][C:15]1[CH:17]=[CH:18][C:12]([F:11])=[CH:13][CH:14]=1, predict the reactants needed to synthesize it. The reactants are: Cl[C:2]1[NH:3][C:4]2[CH:10]=[CH:9][CH:8]=[CH:7][C:5]=2[N:6]=1.[F:11][C:12]1[CH:18]=[CH:17][C:15]([NH2:16])=[CH:14][CH:13]=1. (6) Given the product [ClH:39].[NH2:7][C@H:8]1[CH2:13][CH2:12][C@H:11]([O:14][C:15]2[C:30]3[CH2:29][CH:28]=[CH:27][CH2:26][CH2:25][C:24]4[CH:31]=[C:32]([CH3:37])[NH:33][C:34](=[O:35])[C:23]=4[CH2:22][NH:21][C:20](=[O:38])[C:19]=3[CH:18]=[C:17]([Cl:39])[CH:16]=2)[CH2:10][CH2:9]1, predict the reactants needed to synthesize it. The reactants are: C(OC(=O)[NH:7][C@H:8]1[CH2:13][CH2:12][C@H:11]([O:14][C:15]2[C:30]3[CH2:29][CH:28]=[CH:27][CH2:26][CH2:25][C:24]4[CH:31]=[C:32]([CH3:37])[N:33]=[C:34]([O:35]C)[C:23]=4[CH2:22][NH:21][C:20](=[O:38])[C:19]=3[CH:18]=[C:17]([Cl:39])[CH:16]=2)[CH2:10][CH2:9]1)(C)(C)C.Cl. (7) Given the product [C:21]([O:20][C:18]([NH:17][CH2:16][C:13]1[CH:12]=[CH:11][C:10]([C:7]2[O:8][CH:9]=[C:5]([C:3]([OH:4])=[O:2])[N:6]=2)=[CH:15][CH:14]=1)=[O:19])([CH3:24])([CH3:22])[CH3:23], predict the reactants needed to synthesize it. The reactants are: C[O:2][C:3]([C:5]1[N:6]=[C:7]([C:10]2[CH:15]=[CH:14][C:13]([CH2:16][NH:17][C:18]([O:20][C:21]([CH3:24])([CH3:23])[CH3:22])=[O:19])=[CH:12][CH:11]=2)[O:8][CH:9]=1)=[O:4].[OH-].[Na+]. (8) Given the product [F:17][C:18]1[CH:23]=[CH:22][C:21]([F:24])=[CH:20][C:19]=1[C:2]1[CH:7]=[C:6]([N+:8]([O-:10])=[O:9])[CH:5]=[C:4]([NH:11][C:12](=[O:14])[CH3:13])[CH:3]=1, predict the reactants needed to synthesize it. The reactants are: Br[C:2]1[CH:3]=[C:4]([NH:11][C:12](=[O:14])[CH3:13])[CH:5]=[C:6]([N+:8]([O-:10])=[O:9])[CH:7]=1.N#N.[F:17][C:18]1[CH:23]=[CH:22][C:21]([F:24])=[CH:20][C:19]=1B(O)O.C(=O)([O-])[O-].[Na+].[Na+]. (9) Given the product [CH:28]1([N:27]([CH2:26][CH:25]([O:34][CH3:35])[O:24][CH3:23])[C:17](=[O:19])[CH2:16][CH2:15][O:14][CH2:13][CH2:12][C:11]2[CH:20]=[CH:21][CH:22]=[C:9]([C:7]3[N:6]=[N:5][N:4]([CH:1]([CH3:2])[CH3:3])[CH:8]=3)[CH:10]=2)[CH2:33][CH2:32][CH2:31][CH2:30][CH2:29]1, predict the reactants needed to synthesize it. The reactants are: [CH:1]([N:4]1[CH:8]=[C:7]([C:9]2[CH:10]=[C:11]([CH:20]=[CH:21][CH:22]=2)[CH2:12][CH2:13][O:14][CH2:15][CH2:16][C:17]([OH:19])=O)[N:6]=[N:5]1)([CH3:3])[CH3:2].[CH3:23][O:24][CH:25]([O:34][CH3:35])[CH2:26][NH:27][CH:28]1[CH2:33][CH2:32][CH2:31][CH2:30][CH2:29]1.C(OCC)(=O)C.